Dataset: Full USPTO retrosynthesis dataset with 1.9M reactions from patents (1976-2016). Task: Predict the reactants needed to synthesize the given product. (1) Given the product [CH3:1][C:2]1([CH3:27])[CH2:7][NH:6][CH2:5][C:4]2[N:18]=[C:19]([C:21]3[CH:26]=[CH:25][CH:24]=[CH:23][N:22]=3)[O:20][C:3]1=2, predict the reactants needed to synthesize it. The reactants are: [CH3:1][C:2]1([CH3:27])[CH2:7][N:6](S(C2C=CC(C)=CC=2)(=O)=O)[CH2:5][C:4]2[N:18]=[C:19]([C:21]3[CH:26]=[CH:25][CH:24]=[CH:23][N:22]=3)[O:20][C:3]1=2. (2) Given the product [Cl:1][C:2]1[C:3]([O:29][C:30]2[C:35]([C:36]3[CH:41]=[CH:40][N:39]=[N:38][CH:37]=3)=[CH:34][C:33]([C:42]3[CH:47]=[CH:46][CH:45]=[CH:44][C:43]=3[F:48])=[C:32]([Cl:49])[CH:31]=2)=[CH:4][C:5]([F:28])=[C:6]([S:8]([NH:11][C:12]2[S:13][CH:14]=[N:15][N:16]=2)(=[O:10])=[O:9])[CH:7]=1, predict the reactants needed to synthesize it. The reactants are: [Cl:1][C:2]1[C:3]([O:29][C:30]2[C:35]([C:36]3[CH:41]=[CH:40][N:39]=[N:38][CH:37]=3)=[CH:34][C:33]([C:42]3[CH:47]=[CH:46][CH:45]=[CH:44][C:43]=3[F:48])=[C:32]([Cl:49])[CH:31]=2)=[CH:4][C:5]([F:28])=[C:6]([S:8]([N:11](CC2C=CC(OC)=CC=2OC)[C:12]2[S:13][CH:14]=[N:15][N:16]=2)(=[O:10])=[O:9])[CH:7]=1. (3) Given the product [O:6]1[C:10]2[CH:11]=[CH:12][CH:13]=[CH:14][C:9]=2[N:8]=[C:7]1[C:16]1[C:25]2[C:20](=[CH:21][C:22]([O:28][CH3:29])=[C:23]([O:26][CH3:27])[CH:24]=2)[N:19]=[N:18][CH:17]=1, predict the reactants needed to synthesize it. The reactants are: C([Li])CCC.[O:6]1[C:10]2[CH:11]=[CH:12][CH:13]=[CH:14][C:9]=2[N:8]=[CH:7]1.Br[C:16]1[C:25]2[C:20](=[CH:21][C:22]([O:28][CH3:29])=[C:23]([O:26][CH3:27])[CH:24]=2)[N:19]=[N:18][CH:17]=1.